This data is from Peptide-MHC class I binding affinity with 185,985 pairs from IEDB/IMGT. The task is: Regression. Given a peptide amino acid sequence and an MHC pseudo amino acid sequence, predict their binding affinity value. This is MHC class I binding data. (1) The peptide sequence is RTSKAPLER. The MHC is HLA-A68:01 with pseudo-sequence HLA-A68:01. The binding affinity (normalized) is 0.244. (2) The peptide sequence is TPLNDVVQA. The MHC is HLA-A32:01 with pseudo-sequence HLA-A32:01. The binding affinity (normalized) is 0.198.